From a dataset of Catalyst prediction with 721,799 reactions and 888 catalyst types from USPTO. Predict which catalyst facilitates the given reaction. (1) The catalyst class is: 282. Product: [C:1]([O:4][CH2:5][C:6]1[CH2:13][S:12][CH:11]2[N:8]([C:9](=[O:25])[C:10]2([O:14][CH3:15])[NH:16][C:44](=[O:43])[CH2:45][C:46]2[S:47][CH:48]=[CH:49][CH:50]=2)[C:7]=1[C:26]([O:28][CH2:29][C:30]1[CH:31]=[CH:32][C:33]([O:36][CH3:37])=[CH:34][CH:35]=1)=[O:27])(=[O:3])[NH2:2]. Reactant: [C:1]([O:4][CH2:5][C:6]1[CH2:13][S:12][CH:11]2[N:8]([C:9](=[O:25])[C@:10]2(/[N:16]=C\C2C=CC=CC=2O)[O:14][CH3:15])[C:7]=1[C:26]([O:28][CH2:29][C:30]1[CH:35]=[CH:34][C:33]([O:36][CH3:37])=[CH:32][CH:31]=1)=[O:27])(=[O:3])[NH2:2].O.CS([O:43][C:44](=O)[CH2:45][C:46]1[S:47][CH:48]=[CH:49][CH:50]=1)(=O)=O.ClCCl. (2) Reactant: Cl[C:2]1[C:11]2[C:6](=[CH:7][CH:8]=[CH:9][CH:10]=2)[NH:5][C:4](=[O:12])[C:3]=1[C:13]([O:15][CH3:16])=[O:14].[CH3:17][O:18][C:19]1[CH:26]=[CH:25][C:22]([CH2:23][NH2:24])=[CH:21][CH:20]=1. Product: [CH3:17][O:18][C:19]1[CH:26]=[CH:25][C:22]([CH2:23][NH:24][C:2]2[C:11]3[C:6](=[CH:7][CH:8]=[CH:9][CH:10]=3)[NH:5][C:4](=[O:12])[C:3]=2[C:13]([O:15][CH3:16])=[O:14])=[CH:21][CH:20]=1. The catalyst class is: 3. (3) Reactant: [Cl:1][C:2]1[C:3]([CH3:27])=[C:4]([NH:10][C@H:11]([C@@H:24]([OH:26])[CH3:25])[C:12]([NH:14][NH:15][C:16](=[O:23])[C:17]2[CH:22]=[CH:21][CH:20]=[CH:19][CH:18]=2)=[O:13])[CH:5]=[CH:6][C:7]=1[C:8]#[N:9].ClC1C(C)=C(N[C@H]([C@@H](O)C)C(O)=[O:40])C=CC=1C#N.OC1C=C(C=CC=1)C(NN)=O. Product: [Cl:1][C:2]1[C:3]([CH3:27])=[C:4]([NH:10][C@H:11]([C@@H:24]([OH:26])[CH3:25])[C:12]([NH:14][NH:15][C:16](=[O:23])[C:17]2[CH:18]=[CH:19][CH:20]=[C:21]([OH:40])[CH:22]=2)=[O:13])[CH:5]=[CH:6][C:7]=1[C:8]#[N:9]. The catalyst class is: 25. (4) The catalyst class is: 2. Reactant: [CH3:1][N:2]([CH3:15])[S:3]([CH2:6][CH2:7][C:8]1[CH:13]=[CH:12][C:11]([NH2:14])=[CH:10][CH:9]=1)(=[O:5])=[O:4].C1C(=O)N([Br:23])C(=O)C1. Product: [CH3:15][N:2]([CH3:1])[S:3]([CH2:6][CH2:7][C:8]1[CH:9]=[CH:10][C:11]([NH2:14])=[C:12]([Br:23])[CH:13]=1)(=[O:4])=[O:5]. (5) Reactant: C(OC([N:11]1[CH2:16][CH2:15][N:14]([CH3:17])[CH2:13][CH:12]1[C:18]([C:20]1[O:21][C:22]2[CH:28]=[CH:27][C:26]([F:29])=[CH:25][C:23]=2[CH:24]=1)=[O:19])=O)C1C=CC=CC=1.CO. Product: [F:29][C:26]1[CH:27]=[CH:28][C:22]2[O:21][C:20]([CH:18]([CH:12]3[CH2:13][N:14]([CH3:17])[CH2:15][CH2:16][NH:11]3)[OH:19])=[CH:24][C:23]=2[CH:25]=1. The catalyst class is: 78. (6) Reactant: [F:1][C:2]([F:28])([F:27])[O:3][C:4]1[CH:5]=[C:6]([C:10]2[C:14]3[CH:15]=[C:16]([C:19]4[O:23][C:22]([CH:24]([OH:26])[CH3:25])=[N:21][N:20]=4)[CH:17]=[CH:18][C:13]=3[O:12][CH:11]=2)[CH:7]=[CH:8][CH:9]=1.CC(OI1(OC(C)=O)(OC(C)=O)OC(=O)C2C1=CC=CC=2)=O.S([O-])([O-])(=O)=S.[Na+].[Na+]. Product: [F:27][C:2]([F:1])([F:28])[O:3][C:4]1[CH:5]=[C:6]([C:10]2[C:14]3[CH:15]=[C:16]([C:19]4[O:23][C:22]([C:24](=[O:26])[CH3:25])=[N:21][N:20]=4)[CH:17]=[CH:18][C:13]=3[O:12][CH:11]=2)[CH:7]=[CH:8][CH:9]=1. The catalyst class is: 4. (7) Reactant: [CH2:1]([C:5]1[CH:29]=[CH:28][C:8]([O:9][C:10]2[CH:15]=[CH:14][C:13]([CH:16]([OH:27])[CH2:17][C:18]([NH:23]C(=O)C)([CH2:21][OH:22])[CH2:19][OH:20])=[CH:12][CH:11]=2)=[CH:7][CH:6]=1)[CH2:2][CH2:3][CH3:4].[OH-].[Na+]. Product: [NH2:23][C:18]([CH2:19][OH:20])([CH2:21][OH:22])[CH2:17][CH:16]([C:13]1[CH:12]=[CH:11][C:10]([O:9][C:8]2[CH:28]=[CH:29][C:5]([CH2:1][CH2:2][CH2:3][CH3:4])=[CH:6][CH:7]=2)=[CH:15][CH:14]=1)[OH:27]. The catalyst class is: 5. (8) Reactant: Br[C:2]1[CH:7]=[CH:6][C:5]([O:8][CH3:9])=[CH:4][CH:3]=1.ClC1C=CC(OC)=CC=1.[NH:19]1[CH2:24][CH2:23][O:22][CH2:21][CH2:20]1.CC([O-])(C)C.[Na+]. Product: [CH3:9][O:8][C:5]1[CH:6]=[CH:7][C:2]([N:19]2[CH2:24][CH2:23][O:22][CH2:21][CH2:20]2)=[CH:3][CH:4]=1. The catalyst class is: 11. (9) Reactant: [C:1]1([C:7]2[C:11]([C:12]([F:15])([F:14])[F:13])=[C:10]([C:16]([OH:18])=O)[O:9][N:8]=2)[CH:6]=[CH:5][CH:4]=[CH:3][CH:2]=1.[F:19]C1N=C(F)N=C(F)N=1. Product: [C:1]1([C:7]2[C:11]([C:12]([F:15])([F:14])[F:13])=[C:10]([C:16]([F:19])=[O:18])[O:9][N:8]=2)[CH:6]=[CH:5][CH:4]=[CH:3][CH:2]=1. The catalyst class is: 272.